Dataset: Full USPTO retrosynthesis dataset with 1.9M reactions from patents (1976-2016). Task: Predict the reactants needed to synthesize the given product. (1) Given the product [CH2:17]([O:16][C:13]1[CH:12]=[CH:11][C:10]([NH:7][CH2:8][CH3:9])=[CH:15][CH:14]=1)[C:18]1[CH:19]=[CH:20][CH:21]=[CH:22][CH:23]=1, predict the reactants needed to synthesize it. The reactants are: C(OC(=O)[N:7]([C:10]1[CH:15]=[CH:14][C:13]([O:16][CH2:17][C:18]2[CH:23]=[CH:22][CH:21]=[CH:20][CH:19]=2)=[CH:12][CH:11]=1)[CH2:8][CH3:9])(C)(C)C.FC(F)(F)C(O)=O. (2) Given the product [NH2:37][C:8](=[O:10])[CH2:7][C:3]1[CH:2]=[C:1]([CH2:11][C:12]([O:14][CH2:21][C:20]2[CH:23]=[CH:24][C:17]([O:16][CH3:15])=[CH:18][CH:19]=2)=[O:13])[CH:6]=[CH:5][CH:4]=1, predict the reactants needed to synthesize it. The reactants are: [C:1]1([CH2:11][C:12]([OH:14])=[O:13])[CH:6]=[CH:5][CH:4]=[C:3]([CH2:7][C:8]([OH:10])=O)[CH:2]=1.[CH3:15][O:16][C:17]1[CH:24]=[CH:23][C:20]([CH2:21]Br)=[CH:19][CH:18]=1.C(=O)([O-])O.[K+].Cl.C1C=CC2N(O)N=[N:37]C=2C=1.CCN=C=NCCCN(C)C.Cl.[Cl-].[NH4+]. (3) Given the product [S:18]([OH:21])([OH:20])(=[O:19])=[O:17].[CH3:1][NH:2][C:3]1[N:4]=[C:5]([NH:13][CH2:14][CH2:15][CH3:16])[N:6]=[C:7]([NH:9][CH2:10][C:11]#[CH:12])[N:8]=1, predict the reactants needed to synthesize it. The reactants are: [CH3:1][NH:2][C:3]1[N:8]=[C:7]([NH:9][CH2:10][CH2:11][CH3:12])[N:6]=[C:5]([NH:13][CH2:14][C:15]#[CH:16])[N:4]=1.[OH:17][S:18]([OH:21])(=[O:20])=[O:19]. (4) Given the product [Cl:1][C:2]1[C:3]([C:28]#[N:29])=[N:4][N:5]([CH2:8][C:9]([N:11]2[CH2:16][CH2:15][CH2:14][C:13]3[N:17]([C:20]4[CH:25]=[CH:24][C:23]([F:26])=[CH:22][CH:21]=4)[N:18]=[CH:19][C:12]2=3)=[O:10])[C:6]=1[CH3:7], predict the reactants needed to synthesize it. The reactants are: [Cl:1][C:2]1[C:3](I)=[N:4][N:5]([CH2:8][C:9]([N:11]2[CH2:16][CH2:15][CH2:14][C:13]3[N:17]([C:20]4[CH:25]=[CH:24][C:23]([F:26])=[CH:22][CH:21]=4)[N:18]=[CH:19][C:12]2=3)=[O:10])[C:6]=1[CH3:7].[CH3:28][N:29](C=O)C. (5) Given the product [OH-:4].[Cu+2:8].[OH-:1].[O-:6][S:3]([O-:7])(=[O:5])=[O:4].[Na+:2].[Na+:2], predict the reactants needed to synthesize it. The reactants are: [OH-:1].[Na+:2].[S:3]([O-:7])([O-:6])(=[O:5])=[O:4].[Cu+2:8]. (6) Given the product [C:1]([C:5]1[CH:6]=[CH:7][C:8]([OH:14])=[C:9]([CH:13]=1)[C:10]([NH:15][C:16]1[CH:21]=[CH:20][C:19]([C:22]([F:23])([F:24])[F:25])=[CH:18][C:17]=1[Cl:26])=[O:12])([CH3:2])([CH3:3])[CH3:4], predict the reactants needed to synthesize it. The reactants are: [C:1]([C:5]1[CH:6]=[CH:7][C:8]([OH:14])=[C:9]([CH:13]=1)[C:10]([OH:12])=O)([CH3:4])([CH3:3])[CH3:2].[NH2:15][C:16]1[CH:21]=[CH:20][C:19]([C:22]([F:25])([F:24])[F:23])=[CH:18][C:17]=1[Cl:26]. (7) Given the product [C:16]([O:15][C:13]([NH:12][C:9]1[CH:8]=[CH:7][C:6]([CH2:5][C:4]([OH:20])=[O:3])=[CH:11][CH:10]=1)=[O:14])([CH3:19])([CH3:17])[CH3:18], predict the reactants needed to synthesize it. The reactants are: C([O:3][C:4](=[O:20])[CH2:5][C:6]1[CH:11]=[CH:10][C:9]([NH:12][C:13]([O:15][C:16]([CH3:19])([CH3:18])[CH3:17])=[O:14])=[CH:8][CH:7]=1)C.[OH-].[Na+]. (8) Given the product [CH3:1][C:2]1[CH:3]=[C:4]([C:26]#[N:29])[N:5]2[C:6]=1[C:7]1([CH2:15][CH2:16][N:17]([C:20](=[O:25])[C:21]([F:24])([F:22])[F:23])[CH2:18][CH2:19]1)[O:8][C:9]1[CH:14]=[CH:13][CH:12]=[CH:11][C:10]2=1, predict the reactants needed to synthesize it. The reactants are: [CH3:1][C:2]1[CH:3]=[C:4]([CH:26]=O)[N:5]2[C:10]3[CH:11]=[CH:12][CH:13]=[CH:14][C:9]=3[O:8][C:7]3([CH2:19][CH2:18][N:17]([C:20](=[O:25])[C:21]([F:24])([F:23])[F:22])[CH2:16][CH2:15]3)[C:6]=12.Cl.[NH2:29]O.C([O-])(=O)C.[Na+].CC(OC(C)=O)=O.C([O-])(O)=O.[Na+]. (9) Given the product [O:29]=[C:20]1[C:21]2[C:22](=[CH:25][CH:26]=[CH:27][CH:28]=2)[C:23](=[O:24])[N:19]1[O:1][CH2:2][CH2:3][O:4][CH:5]1[CH2:10][CH2:9][N:8]([C:11]([O:13][C:14]([CH3:17])([CH3:16])[CH3:15])=[O:12])[CH2:7][CH2:6]1, predict the reactants needed to synthesize it. The reactants are: [OH:1][CH2:2][CH2:3][O:4][CH:5]1[CH2:10][CH2:9][N:8]([C:11]([O:13][C:14]([CH3:17])([CH3:16])[CH3:15])=[O:12])[CH2:7][CH2:6]1.O[N:19]1[C:23](=[O:24])[C:22]2=[CH:25][CH:26]=[CH:27][CH:28]=[C:21]2[C:20]1=[O:29].C1(P(C2C=CC=CC=2)C2C=CC=CC=2)C=CC=CC=1.CC(OC(/N=N/C(OC(C)C)=O)=O)C.